Dataset: TCR-epitope binding with 47,182 pairs between 192 epitopes and 23,139 TCRs. Task: Binary Classification. Given a T-cell receptor sequence (or CDR3 region) and an epitope sequence, predict whether binding occurs between them. (1) The epitope is GLCTLVAML. The TCR CDR3 sequence is CASSSLAGDLGEQYF. Result: 1 (the TCR binds to the epitope). (2) The epitope is TPRVTGGGAM. The TCR CDR3 sequence is CASSLIGQGGPDTQYF. Result: 1 (the TCR binds to the epitope). (3) The epitope is EIYKRWII. The TCR CDR3 sequence is CASPNVGLRTEAFF. Result: 0 (the TCR does not bind to the epitope). (4) The epitope is ARMILMTHF. The TCR CDR3 sequence is CASSERLAGFTGELFF. Result: 0 (the TCR does not bind to the epitope). (5) The epitope is SEETGTLIV. The TCR CDR3 sequence is CASSQLSGSPYEQYF. Result: 1 (the TCR binds to the epitope).